This data is from Reaction yield outcomes from USPTO patents with 853,638 reactions. The task is: Predict the reaction yield, written as a fraction of the theoretical maximum amount of product (1.0 means a 100% yield; for example, 0.34 means a 34% yield). (1) The reactants are CS(C)=O.[CH3:5][C:6]1[CH:7]=[C:8]([OH:20])[C:9]([C:13]2[CH:18]=[CH:17][C:16]([CH3:19])=[CH:15][N:14]=2)=[N:10][C:11]=1[CH3:12].Cl[C:22]1[C:31]2[C:26](=[CH:27][C:28]([Cl:32])=[CH:29][CH:30]=2)[N:25]=[CH:24][CH:23]=1.C(=O)([O-])[O-].[Cs+].[Cs+]. The catalyst is O. The product is [Cl:32][C:28]1[CH:27]=[C:26]2[C:31]([C:22]([O:20][C:8]3[C:9]([C:13]4[CH:18]=[CH:17][C:16]([CH3:19])=[CH:15][N:14]=4)=[N:10][C:11]([CH3:12])=[C:6]([CH3:5])[CH:7]=3)=[CH:23][CH:24]=[N:25]2)=[CH:30][CH:29]=1. The yield is 0.940. (2) The reactants are [C:1]([O:5][C:6]([N:8]1[CH2:12][C@@H:11]([O:13][C:14]2[CH:23]=[CH:22][C:21]3[C:16](=[CH:17][CH:18]=[CH:19][CH:20]=3)[CH:15]=2)[CH2:10][C@H:9]1[C:24]([O:26]C)=[O:25])=[O:7])([CH3:4])([CH3:3])[CH3:2].[OH-].[Na+]. The catalyst is C1COCC1. The product is [C:1]([O:5][C:6]([N:8]1[CH2:12][C@@H:11]([O:13][C:14]2[CH:23]=[CH:22][C:21]3[C:16](=[CH:17][CH:18]=[CH:19][CH:20]=3)[CH:15]=2)[CH2:10][C@H:9]1[C:24]([OH:26])=[O:25])=[O:7])([CH3:4])([CH3:2])[CH3:3]. The yield is 0.850.